Dataset: Full USPTO retrosynthesis dataset with 1.9M reactions from patents (1976-2016). Task: Predict the reactants needed to synthesize the given product. (1) Given the product [Cl:32][C:30]1[C:29]([O:33][CH3:34])=[CH:28][C:27]([O:35][CH3:36])=[C:26]([NH:25][C:23]([CH2:22][N:13]2[C:14]3[C:19](=[CH:18][CH:17]=[CH:16][CH:15]=3)[C:20](=[O:21])[N:11]([CH2:10][CH2:9][NH:8][C:38](=[O:43])[CH2:39][CH:40]([CH3:42])[CH3:41])[C:12]2=[O:37])=[O:24])[CH:31]=1, predict the reactants needed to synthesize it. The reactants are: FC(F)(F)C(O)=O.[NH2:8][CH2:9][CH2:10][N:11]1[C:20](=[O:21])[C:19]2[C:14](=[CH:15][CH:16]=[CH:17][CH:18]=2)[N:13]([CH2:22][C:23]([NH:25][C:26]2[CH:31]=[C:30]([Cl:32])[C:29]([O:33][CH3:34])=[CH:28][C:27]=2[O:35][CH3:36])=[O:24])[C:12]1=[O:37].[C:38](Cl)(=[O:43])[CH2:39][CH:40]([CH3:42])[CH3:41].O. (2) Given the product [OH:23][CH:22]([C:21]1[CH:24]=[CH:25][CH:26]=[CH:27][C:20]=1[S:17]([N:12]1[CH2:16][CH2:15][CH2:14][CH2:13]1)(=[O:19])=[O:18])[C:10]1[C:9]2[C:8](=[O:11])[CH2:7][CH2:6][CH2:5][C:4]=2[NH:3][C:2]=1[CH3:1], predict the reactants needed to synthesize it. The reactants are: [CH3:1][C:2]1[NH:3][C:4]2[CH2:5][CH2:6][CH2:7][C:8](=[O:11])[C:9]=2[CH:10]=1.[N:12]1([S:17]([C:20]2[CH:27]=[CH:26][CH:25]=[CH:24][C:21]=2[CH:22]=[O:23])(=[O:19])=[O:18])[CH2:16][CH2:15][CH2:14][CH2:13]1.[OH-].[Na+].S(=O)(O)[O-].[Na+]. (3) Given the product [F:1][C:2]1[CH:3]=[C:4]([NH:35][C:36]([C:38]2[CH:39]=[C:40]([C:44]3[CH:45]=[CH:46][CH:47]=[CH:48][CH:49]=3)[CH:41]=[CH:42][CH:43]=2)=[O:37])[CH:5]=[CH:6][C:7]=1[O:8][C:9]1[CH:14]=[CH:13][N:12]=[C:11]2[NH:15][N:16]=[C:17]([NH:18][CH:19]3[CH2:20][CH2:21][N:22]([CH3:25])[CH2:23][CH2:24]3)[C:10]=12, predict the reactants needed to synthesize it. The reactants are: [F:1][C:2]1[CH:3]=[C:4]([NH:35][C:36]([C:38]2[CH:39]=[C:40]([C:44]3[CH:49]=[CH:48][CH:47]=[CH:46][CH:45]=3)[CH:41]=[CH:42][CH:43]=2)=[O:37])[CH:5]=[CH:6][C:7]=1[O:8][C:9]1[CH:14]=[CH:13][N:12]=[C:11]2[N:15](CC3C=CC(OC)=CC=3)[N:16]=[C:17]([NH:18][CH:19]3[CH2:24][CH2:23][N:22]([CH3:25])[CH2:21][CH2:20]3)[C:10]=12.C(O)(C(F)(F)F)=O. (4) Given the product [NH2:14][C:11]1[C:12](=[O:13])[N:8]([C:3]2[CH:4]=[CH:5][CH:6]=[CH:7][C:2]=2[F:1])[N:9]([CH3:18])[C:10]=1[CH3:17], predict the reactants needed to synthesize it. The reactants are: [F:1][C:2]1[CH:7]=[CH:6][CH:5]=[CH:4][C:3]=1[N:8]1[C:12](=[O:13])[C:11]([N+:14]([O-])=O)=[C:10]([CH3:17])[N:9]1[CH3:18]. (5) Given the product [Si:11]([O:10][CH2:9][CH:8]([C:4]1[CH:3]=[C:2]([CH:7]=[CH:6][CH:5]=1)[CH:26]=[O:27])[F:18])([C:14]([CH3:17])([CH3:16])[CH3:15])([CH3:13])[CH3:12], predict the reactants needed to synthesize it. The reactants are: Br[C:2]1[CH:3]=[C:4]([CH:8]([F:18])[CH2:9][O:10][Si:11]([C:14]([CH3:17])([CH3:16])[CH3:15])([CH3:13])[CH3:12])[CH:5]=[CH:6][CH:7]=1.C([Li])CCC.CN(C)[CH:26]=[O:27]. (6) Given the product [NH2:1][C:2]1[C:7]([C:8]2[S:9][C:10]3[CH:16]=[CH:15][C:14]([C:17]([NH:24][C:23]4[CH:25]=[CH:26][C:27]([F:28])=[C:21]([Cl:20])[CH:22]=4)=[O:19])=[CH:13][C:11]=3[CH:12]=2)=[CH:6][CH:5]=[CH:4][N:3]=1, predict the reactants needed to synthesize it. The reactants are: [NH2:1][C:2]1[C:7]([C:8]2[S:9][C:10]3[CH:16]=[CH:15][C:14]([C:17]([OH:19])=O)=[CH:13][C:11]=3[CH:12]=2)=[CH:6][CH:5]=[CH:4][N:3]=1.[Cl:20][C:21]1[CH:22]=[C:23]([CH:25]=[CH:26][C:27]=1[F:28])[NH2:24]. (7) Given the product [NH2:1][C:2]1[C:3]2[N:11]=[C:10]([C:12]3[CH:13]=[C:14]([CH:18]=[CH:19][CH:20]=3)[C:15]([NH:21][C:22]([CH3:26])([CH3:25])[CH2:23][OH:24])=[O:17])[CH:9]=[CH:8][C:4]=2[N:5]=[CH:6][N:7]=1, predict the reactants needed to synthesize it. The reactants are: [NH2:1][C:2]1[C:3]2[N:11]=[C:10]([C:12]3[CH:13]=[C:14]([CH:18]=[CH:19][CH:20]=3)[C:15]([OH:17])=O)[CH:9]=[CH:8][C:4]=2[N:5]=[CH:6][N:7]=1.[NH2:21][C:22]([CH3:26])([CH3:25])[CH2:23][OH:24].CN(C(ON1N=NC2C=CC=NC1=2)=[N+](C)C)C.F[P-](F)(F)(F)(F)F.CCN(C(C)C)C(C)C. (8) The reactants are: [CH2:1]([O:8][C:9]([NH:11][C:12]1([CH2:16][C:17]([OH:19])=[O:18])[CH2:15][O:14][CH2:13]1)=[O:10])[C:2]1[CH:7]=[CH:6][CH:5]=[CH:4][CH:3]=1.Br[CH2:21][C:22]([C:24]1[CH:29]=[CH:28][C:27]([C:30]([F:33])([F:32])[F:31])=[CH:26][CH:25]=1)=[O:23]. Given the product [CH2:1]([O:8][C:9]([NH:11][C:12]1([CH2:16][C:17]([O:19][CH2:21][C:22](=[O:23])[C:24]2[CH:25]=[CH:26][C:27]([C:30]([F:31])([F:32])[F:33])=[CH:28][CH:29]=2)=[O:18])[CH2:13][O:14][CH2:15]1)=[O:10])[C:2]1[CH:7]=[CH:6][CH:5]=[CH:4][CH:3]=1, predict the reactants needed to synthesize it.